This data is from Aqueous solubility values for 9,982 compounds from the AqSolDB database. The task is: Regression/Classification. Given a drug SMILES string, predict its absorption, distribution, metabolism, or excretion properties. Task type varies by dataset: regression for continuous measurements (e.g., permeability, clearance, half-life) or binary classification for categorical outcomes (e.g., BBB penetration, CYP inhibition). For this dataset (solubility_aqsoldb), we predict Y. (1) The drug is NC=O. The Y is 1.35 log mol/L. (2) The molecule is O=C(NCCCCCCNC(=O)OCCO)OCCO. The Y is -0.920 log mol/L. (3) The drug is Cc1cc(N(C)C)nc(Cl)n1. The Y is -1.26 log mol/L.